From a dataset of Full USPTO retrosynthesis dataset with 1.9M reactions from patents (1976-2016). Predict the reactants needed to synthesize the given product. Given the product [CH3:1][O:2][CH:3]1[C:7]2([CH2:12][CH2:11][NH:10][CH2:9][CH2:8]2)[C:6](=[O:20])[N:5]([C:21]2[CH2:22][O:23][C:24](=[O:26])[CH:25]=2)[CH2:4]1, predict the reactants needed to synthesize it. The reactants are: [CH3:1][O:2][CH:3]1[C:7]2([CH2:12][CH2:11][N:10](C(OC(C)(C)C)=O)[CH2:9][CH2:8]2)[C:6](=[O:20])[N:5]([C:21]2[CH2:22][O:23][C:24](=[O:26])[CH:25]=2)[CH2:4]1.FC(F)(F)C(O)=O.